Dataset: Catalyst prediction with 721,799 reactions and 888 catalyst types from USPTO. Task: Predict which catalyst facilitates the given reaction. Reactant: [Br:1][C:2]1[C:3]([F:17])=[C:4]([NH:9]C(=O)OC(C)(C)C)[CH:5]=[C:6]([Cl:8])[CH:7]=1.Cl. Product: [Br:1][C:2]1[C:3]([F:17])=[C:4]([CH:5]=[C:6]([Cl:8])[CH:7]=1)[NH2:9]. The catalyst class is: 12.